Dataset: Catalyst prediction with 721,799 reactions and 888 catalyst types from USPTO. Task: Predict which catalyst facilitates the given reaction. Reactant: [Li]CCCC.[CH3:6][S:7]([N:10]1[CH2:14][CH2:13][CH2:12][CH2:11]1)(=[O:9])=[O:8].CON(C)[C:18](=[O:20])[CH3:19].Cl. Product: [N:10]1([S:7]([CH2:6][C:18](=[O:20])[CH3:19])(=[O:9])=[O:8])[CH2:14][CH2:13][CH2:12][CH2:11]1. The catalyst class is: 165.